Dataset: Forward reaction prediction with 1.9M reactions from USPTO patents (1976-2016). Task: Predict the product of the given reaction. (1) Given the reactants Br[C:2]1[CH:7]=[CH:6][CH:5]=[CH:4][C:3]=1[CH3:8].[Cl:9][C:10]1[CH:15]=[CH:14][CH:13]=[C:12]([O:16][CH3:17])[C:11]=1B(O)O, predict the reaction product. The product is: [CH3:17][O:16][C:12]1[C:11]([C:2]2[CH:7]=[CH:6][CH:5]=[CH:4][C:3]=2[CH3:8])=[C:10]([Cl:9])[CH:15]=[CH:14][CH:13]=1. (2) Given the reactants [Cl:1][C:2]1[CH:7]=[C:6]([NH:8][C:9]2[CH:10]=[C:11]([C:34]#[N:35])[C:12]([N:18]3[CH2:23][CH2:22][N:21]([C:24]([O:26][C:27]([CH3:30])([CH3:29])[CH3:28])=[O:25])[C@H:20]([CH:31]4[CH2:33][CH2:32]4)[CH2:19]3)=[N:13][C:14]=2[CH:15]2[CH2:17][CH2:16]2)[CH:5]=[CH:4][N:3]=1.[H-].[Na+].[CH2:38]1COCC1, predict the reaction product. The product is: [Cl:1][C:2]1[CH:7]=[C:6]([N:8]([CH3:38])[C:9]2[CH:10]=[C:11]([C:34]#[N:35])[C:12]([N:18]3[CH2:23][CH2:22][N:21]([C:24]([O:26][C:27]([CH3:30])([CH3:28])[CH3:29])=[O:25])[C@H:20]([CH:31]4[CH2:33][CH2:32]4)[CH2:19]3)=[N:13][C:14]=2[CH:15]2[CH2:17][CH2:16]2)[CH:5]=[CH:4][N:3]=1.